Predict which catalyst facilitates the given reaction. From a dataset of Catalyst prediction with 721,799 reactions and 888 catalyst types from USPTO. Reactant: C(O[C:4](=[O:20])[C:5](=[N:9][NH:10][C:11]1[CH:16]=[CH:15][CH:14]=[C:13]([Br:17])[C:12]=1[O:18][CH3:19])[C:6](=O)[CH3:7])C.Cl.[CH3:22][C:23]1[CH:24]=[C:25]([NH:30][NH2:31])[CH:26]=[CH:27][C:28]=1[CH3:29].C([O-])(=O)C.[Na+]. Product: [CH3:22][C:23]1[CH:24]=[C:25]([N:30]2[C:4](=[O:20])[C:5](=[N:9][NH:10][C:11]3[CH:16]=[CH:15][CH:14]=[C:13]([Br:17])[C:12]=3[O:18][CH3:19])[C:6]([CH3:7])=[N:31]2)[CH:26]=[CH:27][C:28]=1[CH3:29]. The catalyst class is: 86.